Dataset: Reaction yield outcomes from USPTO patents with 853,638 reactions. Task: Predict the reaction yield, written as a fraction of the theoretical maximum amount of product (1.0 means a 100% yield; for example, 0.34 means a 34% yield). (1) The product is [Si:15]([O:14][CH2:13][CH2:12][CH2:11][N:7]1[C:8]2[C:4](=[CH:3][C:2]([B:37]([OH:40])[OH:38])=[CH:10][CH:9]=2)[CH:5]=[N:6]1)([C:28]([CH3:31])([CH3:29])[CH3:30])([C:22]1[CH:27]=[CH:26][CH:25]=[CH:24][CH:23]=1)[C:16]1[CH:21]=[CH:20][CH:19]=[CH:18][CH:17]=1. The yield is 0.520. The reactants are Br[C:2]1[CH:3]=[C:4]2[C:8](=[CH:9][CH:10]=1)[N:7]([CH2:11][CH2:12][CH2:13][O:14][Si:15]([C:28]([CH3:31])([CH3:30])[CH3:29])([C:22]1[CH:27]=[CH:26][CH:25]=[CH:24][CH:23]=1)[C:16]1[CH:21]=[CH:20][CH:19]=[CH:18][CH:17]=1)[N:6]=[CH:5]2.C([Li])CCC.[B:37](OC)([O:40]C)[O:38]C. The catalyst is C1COCC1. (2) The reactants are O1CCCC1.[CH3:6][C:7]1[CH:12]=[CH:11][N:10]=[C:9]([O:13][CH2:14][C:15]2[CH:20]=[CH:19][C:18]([CH2:21][C:22](Cl)=[N:23][OH:24])=[CH:17][CH:16]=2)[CH:8]=1.[C:26]([C:28]1[C:29]([NH2:34])=[N:30][CH:31]=[CH:32][CH:33]=1)#[CH:27].C(N(CC)CC)C. The catalyst is O. The product is [CH3:6][C:7]1[CH:12]=[CH:11][N:10]=[C:9]([O:13][CH2:14][C:15]2[CH:20]=[CH:19][C:18]([CH2:21][C:22]3[CH:27]=[C:26]([C:28]4[C:29]([NH2:34])=[N:30][CH:31]=[CH:32][CH:33]=4)[O:24][N:23]=3)=[CH:17][CH:16]=2)[CH:8]=1. The yield is 0.206. (3) The reactants are [C:1]([O:20][CH2:21][C@@H:22]1[O:34][C@H:25]([S:26][C:27]2[CH:32]=[CH:31][C:30]([CH3:33])=[CH:29][CH:28]=2)[C@@H:24]([OH:35])[C@@H:23]1[OH:36])([C:14]1[CH:19]=[CH:18][CH:17]=[CH:16][CH:15]=1)([C:8]1[CH:13]=[CH:12][CH:11]=[CH:10][CH:9]=1)[C:2]1[CH:7]=[CH:6][CH:5]=[CH:4][CH:3]=1.[H-].[Na+].[CH2:39](Br)[C:40]1[CH:45]=[CH:44][CH:43]=[CH:42][CH:41]=1. The catalyst is CN(C=O)C. The product is [CH2:39]([O:35][C@H:24]1[C@H:23]([O:36][CH2:1][C:2]2[CH:7]=[CH:6][CH:5]=[CH:4][CH:3]=2)[C@H:22]([CH2:21][O:20][C:1]([C:8]2[CH:9]=[CH:10][CH:11]=[CH:12][CH:13]=2)([C:2]2[CH:7]=[CH:6][CH:5]=[CH:4][CH:3]=2)[C:14]2[CH:19]=[CH:18][CH:17]=[CH:16][CH:15]=2)[O:34][C@@H:25]1[S:26][C:27]1[CH:32]=[CH:31][C:30]([CH3:33])=[CH:29][CH:28]=1)[C:40]1[CH:45]=[CH:44][CH:43]=[CH:42][CH:41]=1. The yield is 0.800. (4) The reactants are C([O:8][C:9]1[CH:14]=[C:13]([O:15]CC2C=CC=CC=2)[C:12]([C:23]([CH3:25])=[CH2:24])=[CH:11][C:10]=1[C:26]([N:28]1[CH2:36][C:35]2[C:30](=[CH:31][CH:32]=[CH:33][C:34]=2[O:37][CH2:38][CH2:39][CH2:40][N:41]2[CH2:46][CH2:45][O:44][CH2:43][CH2:42]2)[CH2:29]1)=[O:27])C1C=CC=CC=1. The catalyst is CO.[Pd]. The product is [OH:8][C:9]1[CH:14]=[C:13]([OH:15])[C:12]([CH:23]([CH3:25])[CH3:24])=[CH:11][C:10]=1[C:26]([N:28]1[CH2:36][C:35]2[C:30](=[CH:31][CH:32]=[CH:33][C:34]=2[O:37][CH2:38][CH2:39][CH2:40][N:41]2[CH2:42][CH2:43][O:44][CH2:45][CH2:46]2)[CH2:29]1)=[O:27]. The yield is 0.0600.